This data is from Full USPTO retrosynthesis dataset with 1.9M reactions from patents (1976-2016). The task is: Predict the reactants needed to synthesize the given product. (1) Given the product [C:28]1([C:27](=[N:1][C@H:2]2[CH2:7][CH2:6][CH2:5][CH2:4][C@@H:3]2[OH:8])[C:35]2[CH:36]=[CH:37][CH:38]=[CH:39][CH:40]=2)[CH:33]=[CH:32][CH:31]=[CH:30][CH:29]=1, predict the reactants needed to synthesize it. The reactants are: [NH2:1][C@H:2]1[CH2:7][CH2:6][CH2:5][CH2:4][C@@H:3]1[OH:8].O.C1(C)C=CC(S(O)(=O)=O)=CC=1.S([O-])([O-])(=O)=O.[Mg+2].[C:27]([C:35]1[CH:40]=[CH:39][CH:38]=[CH:37][CH:36]=1)(=O)[C:28]1[CH:33]=[CH:32][CH:31]=[CH:30][CH:29]=1. (2) Given the product [NH2:4][C@:5]1([C:24]([OH:26])=[O:25])[C@@H:18]2[C@H:13]([CH2:14][CH2:15][C:16]3([O:22][CH2:21][CH2:20][O:19]3)[CH2:17]2)[O:12][C:11]2[C:6]1=[CH:7][C:8]([Br:23])=[CH:9][CH:10]=2, predict the reactants needed to synthesize it. The reactants are: [OH-].[K+].Cl.[NH2:4][C@:5]1([C:24]([OH:26])=[O:25])[C@H:18]2[C@H:13]([CH2:14][CH2:15][C:16]3([O:22][CH2:21][CH2:20][O:19]3)[CH2:17]2)[O:12][C:11]2[C:6]1=[CH:7][C:8]([Br:23])=[CH:9][CH:10]=2.